This data is from Full USPTO retrosynthesis dataset with 1.9M reactions from patents (1976-2016). The task is: Predict the reactants needed to synthesize the given product. Given the product [Cl:1][C:2]1[CH:3]=[C:4]([CH:25]=[CH:26][C:27]=1[Cl:28])[O:5][C:6]1[C:7](=[O:24])[NH:8][C:9]([C:16]2[C:21]([S:22]([CH3:23])=[O:37])=[CH:20][CH:19]=[CH:18][N:17]=2)=[N:10][C:11]=1[C:12]([F:13])([F:14])[F:15], predict the reactants needed to synthesize it. The reactants are: [Cl:1][C:2]1[CH:3]=[C:4]([CH:25]=[CH:26][C:27]=1[Cl:28])[O:5][C:6]1[C:7](=[O:24])[NH:8][C:9]([C:16]2[C:21]([S:22][CH3:23])=[CH:20][CH:19]=[CH:18][N:17]=2)=[N:10][C:11]=1[C:12]([F:15])([F:14])[F:13].ClC1C=CC=C(C(OO)=[O:37])C=1.